Dataset: Reaction yield outcomes from USPTO patents with 853,638 reactions. Task: Predict the reaction yield, written as a fraction of the theoretical maximum amount of product (1.0 means a 100% yield; for example, 0.34 means a 34% yield). (1) The reactants are Br.[Br:2][C:3]1[CH:9]=[C:8]([O:10]C)[C:6]([NH2:7])=[C:5]([F:12])[CH:4]=1.B(Br)(Br)Br. The catalyst is C(Cl)Cl. The product is [NH2:7][C:6]1[C:5]([F:12])=[CH:4][C:3]([Br:2])=[CH:9][C:8]=1[OH:10]. The yield is 0.920. (2) The reactants are Cl[CH2:2][C:3]1[C:4]([C:15]([NH:17][C:18]2[CH:23]=[CH:22][C:21]([OH:24])=[C:20]([O:25][CH3:26])[CH:19]=2)=[O:16])=[N:5][N:6]([C:8]2[CH:13]=[CH:12][C:11]([Cl:14])=[CH:10][CH:9]=2)[CH:7]=1.C(=O)([O-])[O-].[K+].[K+].Cl. The catalyst is CN(C=O)C.O. The product is [Cl:14][C:11]1[CH:12]=[CH:13][C:8]([N:6]2[CH:7]=[C:3]3[CH2:2][N:17]([C:18]4[CH:23]=[CH:22][C:21]([OH:24])=[C:20]([O:25][CH3:26])[CH:19]=4)[C:15](=[O:16])[C:4]3=[N:5]2)=[CH:9][CH:10]=1. The yield is 0.560. (3) The reactants are [C:1]([C:5]1[C:6]([N+:17]([O-])=O)=[C:7]([OH:16])[C:8]([OH:15])=[C:9]([C:11]([CH3:14])([CH3:13])[CH3:12])[CH:10]=1)([CH3:4])([CH3:3])[CH3:2]. The catalyst is CCO.[Pd]. The product is [C:1]([C:5]1[C:6]([NH2:17])=[C:7]([OH:16])[C:8]([OH:15])=[C:9]([C:11]([CH3:14])([CH3:13])[CH3:12])[CH:10]=1)([CH3:4])([CH3:2])[CH3:3]. The yield is 0.330.